From a dataset of Reaction yield outcomes from USPTO patents with 853,638 reactions. Predict the reaction yield, written as a fraction of the theoretical maximum amount of product (1.0 means a 100% yield; for example, 0.34 means a 34% yield). (1) The reactants are [C:1]1([CH3:11])[CH:6]=[CH:5][C:4](S(O)(=O)=O)=[CH:3][CH:2]=1. The yield is 0.840. The product is [C:1]1([C:11]2[CH2:4][CH2:3][CH2:2][CH2:1][CH2:6][CH:5]=2)[CH:6]=[CH:5][CH:4]=[CH:3][CH:2]=1. The catalyst is C1C=CC=CC=1. (2) The reactants are C1[CH:5]2[C@@H:6]3[CH:10]=[CH:9][C@H:8]([CH:4]2C=C1)[CH2:7]3.[CH2:11]([CH2:14][C:15]([O-:17])=[O:16])[CH:12]=[CH2:13].C1(C=CC(O)=CC=1)O. No catalyst specified. The product is [CH:6]12[CH2:7][CH:8]([CH2:9][CH2:10]1)[CH:4]=[CH:5]2.[CH2:11]([CH2:14][C:15]([OH:17])=[O:16])[CH:12]=[CH2:13]. The yield is 0.300. (3) The reactants are [CH3:1][C:2]1[O:3][C:4]2[C:10]3=[C:11]([S:19][CH3:20])[S:12][C:13]([C:14]([O:16]CC)=[O:15])=[C:9]3[CH2:8][CH2:7][C:5]=2[N:6]=1.C(O)C.[OH-].[Na+].Cl. The catalyst is O.O1CCCC1. The product is [CH3:1][C:2]1[O:3][C:4]2[C:10]3=[C:11]([S:19][CH3:20])[S:12][C:13]([C:14]([OH:16])=[O:15])=[C:9]3[CH2:8][CH2:7][C:5]=2[N:6]=1. The yield is 0.942.